The task is: Binary Classification. Given a T-cell receptor sequence (or CDR3 region) and an epitope sequence, predict whether binding occurs between them.. This data is from TCR-epitope binding with 47,182 pairs between 192 epitopes and 23,139 TCRs. (1) The epitope is FPPTSFGPL. The TCR CDR3 sequence is CSVEGHRYNEQFF. Result: 0 (the TCR does not bind to the epitope). (2) The epitope is KLNVGDYFV. The TCR CDR3 sequence is CASSLPPGQPFVGEQYF. Result: 1 (the TCR binds to the epitope). (3) The epitope is CTELKLSDY. The TCR CDR3 sequence is CASSQVDTFYEQYF. Result: 0 (the TCR does not bind to the epitope). (4) The epitope is TSNQVAVLY. The TCR CDR3 sequence is CATSGAGSYNEQFF. Result: 1 (the TCR binds to the epitope).